From a dataset of Catalyst prediction with 721,799 reactions and 888 catalyst types from USPTO. Predict which catalyst facilitates the given reaction. (1) Reactant: C(O[CH:4]=[C:5]([C:8]#[N:9])[C:6]#[N:7])C.C(N(CC)CC)C.Cl.[CH:18]1([NH:24][NH2:25])[CH2:23][CH2:22][CH2:21][CH2:20][CH2:19]1. Product: [NH2:9][C:8]1[N:24]([CH:18]2[CH2:23][CH2:22][CH2:21][CH2:20][CH2:19]2)[N:25]=[CH:4][C:5]=1[C:6]#[N:7]. The catalyst class is: 8. (2) Reactant: Br[CH2:2][C:3]1[CH:8]=[CH:7][CH:6]=[CH:5][CH:4]=1.C([O-])([O-])=O.[K+].[K+].[N+:15]([C:18]1[C:27]2[N:26]=[CH:25][CH:24]=[CH:23][C:22]=2[C:21]([OH:28])=[CH:20][CH:19]=1)([O-:17])=[O:16]. Product: [CH2:2]([O:28][C:21]1[CH:20]=[CH:19][C:18]([N+:15]([O-:17])=[O:16])=[C:27]2[C:22]=1[CH:23]=[CH:24][CH:25]=[N:26]2)[C:3]1[CH:8]=[CH:7][CH:6]=[CH:5][CH:4]=1. The catalyst class is: 18. (3) Reactant: Cl[C:2]1[C:11]2[C:6](=[CH:7][CH:8]=[C:9]([O:12][CH3:13])[CH:10]=2)[CH:5]=[C:4]([Cl:14])[N:3]=1.Cl.[Sn].[NH4+].[OH-]. Product: [Cl:14][C:4]1[N:3]=[CH:2][C:11]2[C:6]([CH:5]=1)=[CH:7][CH:8]=[C:9]([O:12][CH3:13])[CH:10]=2. The catalyst class is: 15. (4) Reactant: [K+].[K+].[F:3][C:4]([F:22])([S:18]([O-:21])(=[O:20])=[O:19])[C:5]([F:17])([F:16])[C:6]([F:15])([F:14])[C:7]([F:13])([F:12])[S:8]([O-:11])(=[O:10])=[O:9]. Product: [F:13][C:7]([F:12])([S:8]([OH:11])(=[O:10])=[O:9])[C:6]([F:15])([F:14])[C:5]([F:16])([F:17])[C:4]([F:3])([F:22])[S:18]([OH:21])(=[O:19])=[O:20]. The catalyst class is: 6. (5) Reactant: [Br:1][C:2]1[CH:3]=[C:4]2[C:9](=[CH:10][CH:11]=1)[C:8](=[N:12][OH:13])[CH2:7][CH2:6][CH2:5]2.[C:14]1([CH3:24])[CH:19]=[CH:18][C:17]([S:20](Cl)(=[O:22])=[O:21])=[CH:16][CH:15]=1. Product: [S:20]([O:13][N:12]=[C:8]1[C:9]2[C:4](=[CH:3][C:2]([Br:1])=[CH:11][CH:10]=2)[CH2:5][CH2:6][CH2:7]1)([C:17]1[CH:18]=[CH:19][C:14]([CH3:24])=[CH:15][CH:16]=1)(=[O:22])=[O:21]. The catalyst class is: 17. (6) Reactant: [Cl:1][C:2]1[CH:21]=[C:20]([Cl:22])[CH:19]=[CH:18][C:3]=1[CH2:4][N:5]1[C:9](/[CH:10]=[CH:11]/[C:12]([O:14][CH2:15][CH3:16])=[O:13])=[CH:8][C:7]([OH:17])=[N:6]1.[CH3:23][O:24][CH2:25][CH2:26]O.C(P(CCCC)CCCC)CCC.N(C(N1CCCCC1)=O)=NC(N1CCCCC1)=O. Product: [Cl:1][C:2]1[CH:21]=[C:20]([Cl:22])[CH:19]=[CH:18][C:3]=1[CH2:4][N:5]1[C:9](/[CH:10]=[CH:11]/[C:12]([O:14][CH2:15][CH3:16])=[O:13])=[CH:8][C:7]([O:17][CH2:26][CH2:25][O:24][CH3:23])=[N:6]1. The catalyst class is: 7.